This data is from NCI-60 drug combinations with 297,098 pairs across 59 cell lines. The task is: Regression. Given two drug SMILES strings and cell line genomic features, predict the synergy score measuring deviation from expected non-interaction effect. (1) Drug 1: C1=NC(=NC(=O)N1C2C(C(C(O2)CO)O)O)N. Drug 2: CCC1(CC2CC(C3=C(CCN(C2)C1)C4=CC=CC=C4N3)(C5=C(C=C6C(=C5)C78CCN9C7C(C=CC9)(C(C(C8N6C)(C(=O)OC)O)OC(=O)C)CC)OC)C(=O)OC)O.OS(=O)(=O)O. Cell line: HL-60(TB). Synergy scores: CSS=41.5, Synergy_ZIP=-1.49, Synergy_Bliss=-1.71, Synergy_Loewe=0.576, Synergy_HSA=0.642. (2) Drug 1: CCC(=C(C1=CC=CC=C1)C2=CC=C(C=C2)OCCN(C)C)C3=CC=CC=C3.C(C(=O)O)C(CC(=O)O)(C(=O)O)O. Drug 2: C1CN1C2=NC(=NC(=N2)N3CC3)N4CC4. Cell line: CCRF-CEM. Synergy scores: CSS=41.1, Synergy_ZIP=-2.76, Synergy_Bliss=-6.39, Synergy_Loewe=-34.1, Synergy_HSA=-8.66. (3) Drug 1: C1=NC2=C(N1)C(=S)N=CN2. Drug 2: COC1=NC(=NC2=C1N=CN2C3C(C(C(O3)CO)O)O)N. Cell line: HL-60(TB). Synergy scores: CSS=4.70, Synergy_ZIP=-2.85, Synergy_Bliss=-2.70, Synergy_Loewe=-4.11, Synergy_HSA=-3.93. (4) Synergy scores: CSS=9.35, Synergy_ZIP=-1.42, Synergy_Bliss=2.56, Synergy_Loewe=1.09, Synergy_HSA=0.906. Drug 2: COCCOC1=C(C=C2C(=C1)C(=NC=N2)NC3=CC=CC(=C3)C#C)OCCOC.Cl. Drug 1: CS(=O)(=O)OCCCCOS(=O)(=O)C. Cell line: COLO 205. (5) Cell line: EKVX. Drug 2: CN(CCCl)CCCl.Cl. Drug 1: C1=CC(=CC=C1CCC2=CNC3=C2C(=O)NC(=N3)N)C(=O)NC(CCC(=O)O)C(=O)O. Synergy scores: CSS=6.92, Synergy_ZIP=-0.366, Synergy_Bliss=2.89, Synergy_Loewe=1.68, Synergy_HSA=1.11. (6) Drug 1: CCC1=CC2CC(C3=C(CN(C2)C1)C4=CC=CC=C4N3)(C5=C(C=C6C(=C5)C78CCN9C7C(C=CC9)(C(C(C8N6C)(C(=O)OC)O)OC(=O)C)CC)OC)C(=O)OC.C(C(C(=O)O)O)(C(=O)O)O. Drug 2: CCC1(CC2CC(C3=C(CCN(C2)C1)C4=CC=CC=C4N3)(C5=C(C=C6C(=C5)C78CCN9C7C(C=CC9)(C(C(C8N6C)(C(=O)OC)O)OC(=O)C)CC)OC)C(=O)OC)O.OS(=O)(=O)O. Cell line: ACHN. Synergy scores: CSS=29.5, Synergy_ZIP=-11.8, Synergy_Bliss=-1.74, Synergy_Loewe=-4.92, Synergy_HSA=0.400. (7) Drug 1: CC1=CC2C(CCC3(C2CCC3(C(=O)C)OC(=O)C)C)C4(C1=CC(=O)CC4)C. Drug 2: CC1C(C(CC(O1)OC2CC(CC3=C2C(=C4C(=C3O)C(=O)C5=C(C4=O)C(=CC=C5)OC)O)(C(=O)CO)O)N)O.Cl. Cell line: SF-539. Synergy scores: CSS=57.9, Synergy_ZIP=4.37, Synergy_Bliss=4.20, Synergy_Loewe=-29.4, Synergy_HSA=5.18. (8) Drug 1: CC(C1=C(C=CC(=C1Cl)F)Cl)OC2=C(N=CC(=C2)C3=CN(N=C3)C4CCNCC4)N. Drug 2: CC1=C(C(=O)C2=C(C1=O)N3CC4C(C3(C2COC(=O)N)OC)N4)N. Cell line: A549. Synergy scores: CSS=43.5, Synergy_ZIP=-2.29, Synergy_Bliss=-1.20, Synergy_Loewe=-8.56, Synergy_HSA=1.67. (9) Drug 2: C1C(C(OC1N2C=NC3=C(N=C(N=C32)Cl)N)CO)O. Cell line: UACC-257. Synergy scores: CSS=-8.46, Synergy_ZIP=2.36, Synergy_Bliss=-0.837, Synergy_Loewe=-5.97, Synergy_HSA=-4.06. Drug 1: CC1=CC2C(CCC3(C2CCC3(C(=O)C)OC(=O)C)C)C4(C1=CC(=O)CC4)C.